Dataset: Catalyst prediction with 721,799 reactions and 888 catalyst types from USPTO. Task: Predict which catalyst facilitates the given reaction. (1) Product: [C:1]([O:5][C:6]([N:8]1[C:16]2[C:11](=[CH:12][CH:13]=[CH:14][CH:15]=2)[CH:10]=[C:9]1[S:34]([C:31]1[CH:32]=[CH:33][C:28]([F:27])=[CH:29][CH:30]=1)(=[O:36])=[O:35])=[O:7])([CH3:4])([CH3:2])[CH3:3]. The catalyst class is: 49. Reactant: [C:1]([O:5][C:6]([N:8]1[C:16]2[C:11](=[CH:12][CH:13]=[CH:14][CH:15]=2)[CH:10]=[CH:9]1)=[O:7])([CH3:4])([CH3:3])[CH3:2].[Li]C(C)(C)C.CCCCC.[F:27][C:28]1[CH:33]=[CH:32][C:31]([S:34](F)(=[O:36])=[O:35])=[CH:30][CH:29]=1.[NH4+].[Cl-]. (2) Reactant: [NH2:1][C:2]1[N:10]=[C:9]([O:11][CH2:12][CH2:13][C:14]2[CH:19]=[CH:18][C:17]([Cl:20])=[CH:16][CH:15]=2)[N:8]=[C:7]2[C:3]=1[N:4]=[CH:5][N:6]2[C@@H:21]1[O:35][C@H:34]([C:36](C)(C)[O:37]C(C)(C)C)[C@@H:28]([O:29]C(C)(C)C)[C@H:22]1[O:23]C(C)(C)C.[F-].[NH4+]. Product: [Cl:20][C:17]1[CH:16]=[CH:15][C:14]([CH2:13][CH2:12][O:11][C:9]2[N:10]=[C:2]([NH2:1])[C:3]3[N:4]=[CH:5][N:6]([C:7]=3[N:8]=2)[C@@H:21]2[O:35][C@H:34]([CH2:36][OH:37])[C@@H:28]([OH:29])[C@H:22]2[OH:23])=[CH:19][CH:18]=1. The catalyst class is: 5.